From a dataset of Forward reaction prediction with 1.9M reactions from USPTO patents (1976-2016). Predict the product of the given reaction. (1) Given the reactants OC1C(=O)NN=C(CCC2C=CC=CC=2)C=1.C([O:24][C:25]1[N:26]=[N:27][C:28](/[CH:39]=[CH:40]/[C:41]2[CH:46]=[C:45]([F:47])[C:44]([C:48]([F:51])([F:50])[F:49])=[C:43]([F:52])[CH:42]=2)=[CH:29][C:30]=1[O:31]CC1C=CC=CC=1)C1C=CC=CC=1, predict the reaction product. The product is: [F:52][C:43]1[CH:42]=[C:41]([CH2:40][CH2:39][C:28]2[CH:29]=[C:30]([OH:31])[C:25](=[O:24])[NH:26][N:27]=2)[CH:46]=[C:45]([F:47])[C:44]=1[C:48]([F:49])([F:50])[F:51]. (2) Given the reactants Cl[C:2]1[N:3]=[C:4]([NH:15][C:16]2[CH:17]=[N:18][N:19]([CH2:21][CH2:22][OH:23])[CH:20]=2)[C:5]([C:12]([NH2:14])=[O:13])=[N:6][C:7]=1[C:8]([OH:11])([CH3:10])[CH3:9].[NH2:24][C:25]1[CH:26]=[CH:27][C:28]([F:32])=[C:29]([OH:31])[CH:30]=1.C(=O)([O-])[O-].[K+].[K+].[Cl-].[Na+].O.O, predict the reaction product. The product is: [NH2:24][C:25]1[CH:26]=[CH:27][C:28]([F:32])=[C:29]([CH:30]=1)[O:31][C:2]1[N:3]=[C:4]([NH:15][C:16]2[CH:17]=[N:18][N:19]([CH2:21][CH2:22][OH:23])[CH:20]=2)[C:5]([C:12]([NH2:14])=[O:13])=[N:6][C:7]=1[C:8]([OH:11])([CH3:10])[CH3:9]. (3) Given the reactants [N+:1]([CH3:4])([O-:3])=[O:2].[Na].[N:6]1[CH:11]=[CH:10][C:9]([N:12]2[CH2:17][CH2:16][C:15](=[O:18])[CH2:14][CH2:13]2)=[CH:8][CH:7]=1, predict the reaction product. The product is: [OH:18][C:15]1([CH2:4][N+:1]([O-:3])=[O:2])[CH2:14][CH2:13][N:12]([C:9]2[CH:8]=[CH:7][N:6]=[CH:11][CH:10]=2)[CH2:17][CH2:16]1. (4) Given the reactants [OH:1][CH:2]([CH2:11][OH:12])[CH2:3][S:4][CH2:5][C@@H:6]([C:8]([OH:10])=[O:9])[NH2:7].[C:13]1([CH2:26][O:27][C:28](C2CC(=O)N(O)C2=O)=[O:29])[C:25]2[CH2:24][C:23]3[C:18](=[CH:19][CH:20]=[CH:21][CH:22]=3)[C:17]=2[CH:16]=[CH:15][CH:14]=1, predict the reaction product. The product is: [C:13]1([CH2:26][O:27][C:28]([NH:7][C@H:6]([C:8]([OH:10])=[O:9])[CH2:5][S:4][CH2:3][CH:2]([OH:1])[CH2:11][OH:12])=[O:29])[C:25]2[CH2:24][C:23]3[C:18](=[CH:19][CH:20]=[CH:21][CH:22]=3)[C:17]=2[CH:16]=[CH:15][CH:14]=1. (5) Given the reactants I[C:2]1[CH:22]=[CH:21][C:5]([O:6][CH2:7][C@H:8]([N:10]2[C:18](=[O:19])[C:17]3[C:12](=[CH:13][CH:14]=[CH:15][CH:16]=3)[C:11]2=[O:20])[CH3:9])=[CH:4][CH:3]=1.[Cl:23][C:24]1[CH:29]=[CH:28][C:27]([C:30]2[CH:31]=[CH:32][C:33]([C:36]#[CH:37])=[N:34][CH:35]=2)=[CH:26][CH:25]=1, predict the reaction product. The product is: [Cl:23][C:24]1[CH:25]=[CH:26][C:27]([C:30]2[CH:31]=[CH:32][C:33]([C:36]#[C:37][C:2]3[CH:22]=[CH:21][C:5]([O:6][CH2:7][C@@H:8]([N:10]4[C:18](=[O:19])[C:17]5[C:12](=[CH:13][CH:14]=[CH:15][CH:16]=5)[C:11]4=[O:20])[CH3:9])=[CH:4][CH:3]=3)=[N:34][CH:35]=2)=[CH:28][CH:29]=1. (6) Given the reactants [CH2:1]([O:3][C:4](=[O:14])[C:5]1[CH:10]=[C:9]([O:11][CH3:12])[N:8]=[C:7](Cl)[CH:6]=1)[CH3:2].[C:15]1(C)C=CC=CC=1, predict the reaction product. The product is: [CH2:1]([O:3][C:4](=[O:14])[C:5]1[CH:6]=[C:7]([CH3:15])[N:8]=[C:9]([O:11][CH3:12])[CH:10]=1)[CH3:2]. (7) Given the reactants [I:1][C:2]1[CH:3]=[C:4]2[C:9](=[CH:10][CH:11]=1)[N:8]=[CH:7][N:6]=[C:5]2Cl.[NH2:13][C:14]1[CH:15]=[C:16]2[C:20](=[CH:21][CH:22]=1)[N:19]([S:23]([C:26]1[CH:31]=[CH:30][CH:29]=[CH:28][CH:27]=1)(=[O:25])=[O:24])[CH:18]=[CH:17]2, predict the reaction product. The product is: [C:26]1([S:23]([N:19]2[C:20]3[C:16](=[CH:15][C:14]([NH:13][C:5]4[C:4]5[C:9](=[CH:10][CH:11]=[C:2]([I:1])[CH:3]=5)[N:8]=[CH:7][N:6]=4)=[CH:22][CH:21]=3)[CH:17]=[CH:18]2)(=[O:24])=[O:25])[CH:27]=[CH:28][CH:29]=[CH:30][CH:31]=1. (8) Given the reactants C(OC(=O)[NH:7][C:8]1[CH:13]=[C:12]([CH3:14])[C:11]([C:15]([F:18])([F:17])[F:16])=[CH:10][C:9]=1[NH2:19])(C)(C)C.C(O[C:26](=[O:45])[CH2:27][C:28]([C:30]1[CH:35]=[CH:34][CH:33]=[C:32]([C:36]2[CH:41]=[C:40]([CH3:42])[N:39]=[C:38]([NH:43][CH3:44])[N:37]=2)[CH:31]=1)=O)(C)(C)C, predict the reaction product. The product is: [CH3:14][C:12]1[C:11]([C:15]([F:16])([F:17])[F:18])=[CH:10][C:9]2[NH:19][C:26](=[O:45])[CH2:27][C:28]([C:30]3[CH:35]=[CH:34][CH:33]=[C:32]([C:36]4[CH:41]=[C:40]([CH3:42])[N:39]=[C:38]([NH:43][CH3:44])[N:37]=4)[CH:31]=3)=[N:7][C:8]=2[CH:13]=1. (9) The product is: [CH2:1]([O:8][N:9]1[C:15](=[O:16])[N:14]2[CH2:17][C@H:10]1[CH2:11][CH2:12][C@H:13]2[C:18]([NH:21][O:22][CH2:23][CH2:24][NH:25][C:26](=[O:32])[O:27][C:28]([CH3:30])([CH3:29])[CH3:31])=[O:20])[C:2]1[CH:3]=[CH:4][CH:5]=[CH:6][CH:7]=1. Given the reactants [CH2:1]([O:8][N:9]1[C:15](=[O:16])[N:14]2[CH2:17][C@H:10]1[CH2:11][CH2:12][C@H:13]2[C:18]([OH:20])=O)[C:2]1[CH:7]=[CH:6][CH:5]=[CH:4][CH:3]=1.[NH2:21][O:22][CH2:23][CH2:24][NH:25][C:26](=[O:32])[O:27][C:28]([CH3:31])([CH3:30])[CH3:29].ON1C2C=CC=CC=2N=N1.Cl.C(N=C=NCCCN(C)C)C, predict the reaction product.